Dataset: Reaction yield outcomes from USPTO patents with 853,638 reactions. Task: Predict the reaction yield, written as a fraction of the theoretical maximum amount of product (1.0 means a 100% yield; for example, 0.34 means a 34% yield). (1) The reactants are C([O:8][C@@H:9]1[C@@H:17]([C@@:18]([OH:24])([CH3:23])[C:19]([F:22])([F:21])[F:20])[O:16][C@H:15]2[C@H:11]([N:12]=[C:13]([N:25](C)[C:26](=O)OC(C)(C)C)[S:14]2)[C@@H:10]1[F:34])C1C=CC=CC=1.[Si](C(F)(F)F)(C)(C)C.B(Cl)(Cl)Cl. The catalyst is C(Cl)Cl. The product is [F:34][C@H:10]1[C@H:11]2[N:12]=[C:13]([NH:25][CH3:26])[S:14][C@H:15]2[O:16][C@H:17]([C@@:18]([OH:24])([CH3:23])[C:19]([F:22])([F:21])[F:20])[C@H:9]1[OH:8]. The yield is 0.920. (2) The yield is 0.190. The product is [NH2:19][CH2:2][C@@H:3]([OH:18])[CH2:4][P:5]([C:10]([O:15][CH2:16][CH3:17])([O:12][CH2:13][CH3:14])[CH3:11])(=[O:9])[O:6][CH2:7][CH3:8]. The reactants are Cl[CH2:2][C@@H:3]([OH:18])[CH2:4][P:5]([C:10]([O:15][CH2:16][CH3:17])([O:12][CH2:13][CH3:14])[CH3:11])(=[O:9])[O:6][CH2:7][CH3:8].[NH3:19]. The catalyst is C(O)C. (3) The reactants are [K].[CH3:2][CH:3]([CH3:5])[O-:4].[K+].Br[C:8]1[CH:9]=[N:10][CH:11]=[C:12]([Br:14])[CH:13]=1. The catalyst is CC(O)C.[Cu]. The product is [Br:14][C:12]1[CH:13]=[C:8]([O:4][CH:3]([CH3:5])[CH3:2])[CH:9]=[N:10][CH:11]=1. The yield is 0.712. (4) The reactants are [CH3:1][N:2]1[C:10]([CH2:11][CH2:12][CH2:13][C:14]([OH:16])=[O:15])=[N:9][C:8]2[CH:7]=[C:6]([N:17]([CH2:21][CH2:22][Cl:23])[CH2:18][CH2:19][Cl:20])[CH:5]=[CH:4][C:3]1=2.Cl.[CH2:25](O)[CH2:26][CH2:27][CH2:28][CH2:29][CH2:30][CH2:31][CH2:32][CH2:33][CH2:34][CH2:35][CH2:36][CH2:37][CH2:38][CH3:39].C1(N=C=NC2CCCCC2)CCCCC1. The catalyst is CN(C1C=CN=CC=1)C. The product is [CH2:39]([O:15][C:14](=[O:16])[CH2:13][CH2:12][CH2:11][C:10]1[N:2]([CH3:1])[C:3]2[CH:4]=[CH:5][C:6]([N:17]([CH2:18][CH2:19][Cl:20])[CH2:21][CH2:22][Cl:23])=[CH:7][C:8]=2[N:9]=1)[CH2:38][CH2:37][CH2:36][CH2:35][CH2:34][CH2:33][CH2:32][CH2:31][CH2:30][CH2:29][CH2:28][CH2:27][CH2:26][CH3:25]. The yield is 0.750. (5) The reactants are [C:1]([O:5][C:6]([N:8]1[CH2:13][CH2:12][CH:11]([CH2:14][CH2:15][O:16][C:17]2[CH:22]=[CH:21][C:20]([N+:23]([O-])=O)=[C:19]([N+:26]([O-])=O)[CH:18]=2)[CH2:10][CH2:9]1)=[O:7])([CH3:4])([CH3:3])[CH3:2]. The catalyst is CN(C=O)C.CO.[Pd]. The product is [C:1]([O:5][C:6]([N:8]1[CH2:13][CH2:12][CH:11]([CH2:14][CH2:15][O:16][C:17]2[CH:22]=[CH:21][C:20]([NH2:23])=[C:19]([NH2:26])[CH:18]=2)[CH2:10][CH2:9]1)=[O:7])([CH3:4])([CH3:2])[CH3:3]. The yield is 1.00. (6) The catalyst is C(Cl)Cl. The yield is 0.470. The product is [Br:1][C:15]1[C:16](=[O:28])[N:17]([CH2:21][C:22]2[CH:27]=[CH:26][N:25]=[CH:24][CH:23]=2)[C:18]([CH3:20])=[CH:19][C:14]=1[NH:13][CH2:12][C:11]1[CH:29]=[CH:30][C:31]([F:33])=[CH:32][C:10]=1[F:9]. The reactants are [Br:1]N1C(=O)CCC1=O.[F:9][C:10]1[CH:32]=[C:31]([F:33])[CH:30]=[CH:29][C:11]=1[CH2:12][NH:13][C:14]1[CH:19]=[C:18]([CH3:20])[N:17]([CH2:21][C:22]2[CH:27]=[CH:26][N:25]=[CH:24][CH:23]=2)[C:16](=[O:28])[CH:15]=1.C([O-])(O)=O.[Na+]. (7) The reactants are [F:1][C:2]1[CH:7]=[CH:6][CH:5]=[C:4]([F:8])[C:3]=1[N:9]1[C:14]2[N:15]=[C:16]([S:29][CH3:30])[N:17]=[C:18]([C:19]3[CH:20]=[C:21]([CH:25]=[CH:26][C:27]=3[CH3:28])[C:22](O)=[O:23])[C:13]=2[CH:12]=[CH:11][C:10]1=[O:31].[F:32][C:33]1[CH:39]=[CH:38][C:36]([NH2:37])=[CH:35][CH:34]=1. The catalyst is C(Cl)CCl. The product is [F:8][C:4]1[CH:5]=[CH:6][CH:7]=[C:2]([F:1])[C:3]=1[N:9]1[C:14]2[N:15]=[C:16]([S:29][CH3:30])[N:17]=[C:18]([C:19]3[CH:20]=[C:21]([CH:25]=[CH:26][C:27]=3[CH3:28])[C:22]([NH:37][C:36]3[CH:38]=[CH:39][C:33]([F:32])=[CH:34][CH:35]=3)=[O:23])[C:13]=2[CH:12]=[CH:11][C:10]1=[O:31]. The yield is 0.340. (8) The product is [O:13]=[C:12]([O:14][C@@H:23]1[CH:24]2[CH2:27][CH2:28][N:21]([CH2:26][CH2:25]2)[CH2:22]1)[CH:11]([NH:10][C:9]1[CH:8]=[CH:7][S:6][C:5]=1[C:3]([O:2][CH3:1])=[O:4])[C:15]1[CH:20]=[CH:19][CH:18]=[CH:17][CH:16]=1. The catalyst is C1COCC1. The yield is 0.280. The reactants are [CH3:1][O:2][C:3]([C:5]1[S:6][CH:7]=[CH:8][C:9]=1[NH:10][CH:11]([C:15]1[CH:20]=[CH:19][CH:18]=[CH:17][CH:16]=1)[C:12]([OH:14])=[O:13])=[O:4].[N:21]12[CH2:28][CH2:27][CH:24]([CH2:25][CH2:26]1)[C@@H:23](O)[CH2:22]2.C1CCC(N=C=NC2CCCCC2)CC1.C1C=CC2N(O)N=NC=2C=1. (9) The reactants are [N+:1]([C:4]1[CH:9]=[CH:8][C:7]([CH:10]([OH:14])[CH2:11][CH2:12][OH:13])=[CH:6][CH:5]=1)([O-:3])=[O:2].N1C=CN=C1.[Si:20](Cl)([C:33]([CH3:36])([CH3:35])[CH3:34])([C:27]1[CH:32]=[CH:31][CH:30]=[CH:29][CH:28]=1)[C:21]1[CH:26]=[CH:25][CH:24]=[CH:23][CH:22]=1. The catalyst is CN(C=O)C.C(OCC)(=O)C. The product is [Si:20]([O:13][CH2:12][CH2:11][CH:10]([C:7]1[CH:6]=[CH:5][C:4]([N+:1]([O-:3])=[O:2])=[CH:9][CH:8]=1)[OH:14])([C:33]([CH3:36])([CH3:35])[CH3:34])([C:27]1[CH:28]=[CH:29][CH:30]=[CH:31][CH:32]=1)[C:21]1[CH:26]=[CH:25][CH:24]=[CH:23][CH:22]=1. The yield is 0.950. (10) The reactants are Br[C:2]1[CH:3]=[C:4]([F:12])[C:5]2[O:10][CH2:9][CH2:8][O:7][C:6]=2[CH:11]=1.C([Li])CCC.B(OC)(OC)[O:19]C.OO. The catalyst is O1CCCC1.C(OCC)(=O)C. The product is [F:12][C:4]1[C:5]2[O:10][CH2:9][CH2:8][O:7][C:6]=2[CH:11]=[C:2]([OH:19])[CH:3]=1. The yield is 0.590.